The task is: Regression. Given a peptide amino acid sequence and an MHC pseudo amino acid sequence, predict their binding affinity value. This is MHC class I binding data.. This data is from Peptide-MHC class I binding affinity with 185,985 pairs from IEDB/IMGT. (1) The peptide sequence is STFTRGAQK. The MHC is HLA-A03:01 with pseudo-sequence HLA-A03:01. The binding affinity (normalized) is 0.596. (2) The MHC is HLA-A69:01 with pseudo-sequence HLA-A69:01. The binding affinity (normalized) is 0.908. The peptide sequence is YFLESNFFI.